Predict the reactants needed to synthesize the given product. From a dataset of Full USPTO retrosynthesis dataset with 1.9M reactions from patents (1976-2016). (1) Given the product [O:1]1[C:10]2[C:5](=[CH:6][CH:7]=[CH:8][CH:9]=2)[C:4]([CH2:11][C:12]([OH:22])([C:18]([F:20])([F:21])[F:19])[CH:13]=[O:14])=[CH:3][CH2:2]1, predict the reactants needed to synthesize it. The reactants are: [O:1]1[C:10]2[C:5](=[CH:6][CH:7]=[CH:8][CH:9]=2)[C:4]([CH2:11][C:12]([OH:22])([C:18]([F:21])([F:20])[F:19])[C:13](OCC)=[O:14])=[CH:3][CH2:2]1.[H-].[Al+3].[Li+].[H-].[H-].[H-].[Cl-].[NH4+]. (2) Given the product [NH2:3][C:2]1[S:1][C:7]2[C:8]([C:33]#[N:34])=[C:9]([O:10][C:11]3[CH:12]=[C:13]([NH:17][C:18](=[O:30])[C:19]4[CH:24]=[CH:23][CH:22]=[C:21]([C:25]([C:28]#[N:29])([CH3:27])[CH3:26])[CH:20]=4)[CH:14]=[CH:15][CH:16]=3)[CH:31]=[CH:32][C:6]=2[N:5]=1, predict the reactants needed to synthesize it. The reactants are: [S-:1][C:2]#[N:3].[K+].[NH2:5][C:6]1[CH:32]=[CH:31][C:9]([O:10][C:11]2[CH:12]=[C:13]([NH:17][C:18](=[O:30])[C:19]3[CH:24]=[CH:23][CH:22]=[C:21]([C:25]([C:28]#[N:29])([CH3:27])[CH3:26])[CH:20]=3)[CH:14]=[CH:15][CH:16]=2)=[C:8]([C:33]#[N:34])[CH:7]=1.BrBr. (3) Given the product [CH2:23]([O:30][C:31]1[CH:32]=[C:33]([CH2:38][CH2:39][C:40]([O:42][CH2:43][CH3:44])=[O:41])[CH:34]=[CH:35][C:36]=1[O:12][CH2:11][CH2:10][CH2:9][C:8]1[C:4]([O:3][CH2:1][CH3:2])=[N:5][N:6]([C:13]2[CH:18]=[CH:17][C:16]([C:19]([F:21])([F:20])[F:22])=[CH:15][N:14]=2)[CH:7]=1)[C:24]1[CH:29]=[CH:28][CH:27]=[CH:26][CH:25]=1, predict the reactants needed to synthesize it. The reactants are: [CH2:1]([O:3][C:4]1[C:8]([CH2:9][CH2:10][CH2:11][OH:12])=[CH:7][N:6]([C:13]2[CH:18]=[CH:17][C:16]([C:19]([F:22])([F:21])[F:20])=[CH:15][N:14]=2)[N:5]=1)[CH3:2].[CH2:23]([O:30][C:31]1[CH:32]=[C:33]([CH2:38][CH2:39][C:40]([O:42][CH2:43][CH3:44])=[O:41])[CH:34]=[CH:35][C:36]=1O)[C:24]1[CH:29]=[CH:28][CH:27]=[CH:26][CH:25]=1.C(P(CCCC)CCCC)CCC.N(C(N1CCCCC1)=O)=NC(N1CCCCC1)=O. (4) The reactants are: [CH3:1][C@H:2]1[CH2:7][C@@H:6]([CH3:8])[CH2:5][N:4]([C:9]([CH:11]2[CH2:19][C:18]3[C:13](=[CH:14][CH:15]=[CH:16][CH:17]=3)[N:12]2C(OC(C)(C)C)=O)=[O:10])[CH2:3]1.FC(F)(F)C(O)=O. Given the product [CH3:1][C@H:2]1[CH2:7][C@@H:6]([CH3:8])[CH2:5][N:4]([C:9]([CH:11]2[CH2:19][C:18]3[C:13](=[CH:14][CH:15]=[CH:16][CH:17]=3)[NH:12]2)=[O:10])[CH2:3]1, predict the reactants needed to synthesize it. (5) Given the product [NH2:24][C@H:25]([C:31]([OH:33])=[O:32])[CH2:26][CH2:27][C:28]([OH:30])=[O:29], predict the reactants needed to synthesize it. The reactants are: C([O-])(=O)CC(CC([O-])=O)(C([O-])=O)O.C=C(OP(O)(O)=O)C(O)=O.[NH2:24][C@H:25]([C:31]([O-:33])=[O:32])[CH2:26][CH2:27][C:28]([O-:30])=[O:29]. (6) Given the product [CH3:16][O:15][C:12]1[N:13]=[CH:14][C:9]([NH:7][NH:8][C:2]([NH2:3])=[O:1])=[CH:10][CH:11]=1, predict the reactants needed to synthesize it. The reactants are: [O-:1][C:2]#[N:3].[K+].Cl.Cl.[NH:7]([C:9]1[CH:10]=[CH:11][C:12]([O:15][CH3:16])=[N:13][CH:14]=1)[NH2:8]. (7) Given the product [C:23]([O:22][C:20]([N:17]1[CH2:18][CH2:19][C:12]2([N:11]([C:27]3[CH:32]=[CH:31][CH:30]=[CH:29][CH:28]=3)[CH2:10][N:9]([CH2:8][C:7]3[CH:6]=[C:5]([CH:35]=[CH:34][CH:33]=3)[C:3]([OH:4])=[O:2])[C:13]2=[O:14])[CH2:15][CH2:16]1)=[O:21])([CH3:26])([CH3:24])[CH3:25], predict the reactants needed to synthesize it. The reactants are: C[O:2][C:3]([C:5]1[CH:6]=[C:7]([CH:33]=[CH:34][CH:35]=1)[CH2:8][N:9]1[C:13](=[O:14])[C:12]2([CH2:19][CH2:18][N:17]([C:20]([O:22][C:23]([CH3:26])([CH3:25])[CH3:24])=[O:21])[CH2:16][CH2:15]2)[N:11]([C:27]2[CH:32]=[CH:31][CH:30]=[CH:29][CH:28]=2)[CH2:10]1)=[O:4].O.[OH-].[Li+]. (8) Given the product [ClH:1].[NH2:26][C@H:10]([CH2:9][C:3]1[CH:4]=[CH:5][C:6]([Cl:8])=[CH:7][C:2]=1[Cl:1])[C:11]([NH:12][CH2:13][CH2:14][C:15]1[CH:20]=[CH:19][C:18]([O:21][CH3:22])=[C:17]([O:23][CH3:24])[CH:16]=1)=[O:25], predict the reactants needed to synthesize it. The reactants are: [Cl:1][C:2]1[CH:7]=[C:6]([Cl:8])[CH:5]=[CH:4][C:3]=1[CH2:9][C@@H:10]([NH:26]C(=O)OC(C)(C)C)[C:11](=[O:25])[NH:12][CH2:13][CH2:14][C:15]1[CH:20]=[CH:19][C:18]([O:21][CH3:22])=[C:17]([O:23][CH3:24])[CH:16]=1.Cl.O1CCOCC1. (9) Given the product [C:4]1([N:3]2[CH2:11][C@@H:23]3[CH2:22][CH2:21][C@H:20]2[CH2:19][C:18]3=[O:24])[CH:9]=[CH:8][CH:7]=[CH:6][CH:5]=1, predict the reactants needed to synthesize it. The reactants are: C=O.[NH2:3][C:4]1[CH:9]=[CH:8][CH:7]=[CH:6][CH:5]=1.N1CCC[C@H:11]1C(O)=O.[C:18]1(=[O:24])[CH2:23][CH2:22][CH2:21][CH:20]=[CH:19]1.